This data is from Reaction yield outcomes from USPTO patents with 853,638 reactions. The task is: Predict the reaction yield, written as a fraction of the theoretical maximum amount of product (1.0 means a 100% yield; for example, 0.34 means a 34% yield). (1) The reactants are Cl.[CH3:2][O:3][C:4]([C@@H:6]1[CH2:11][CH2:10][CH2:9][NH:8][NH:7]1)=[O:5].[C:12]1(=O)[O:17][C:15](=[O:16])[C:14]2=[CH:18][CH:19]=[CH:20][CH:21]=[C:13]12.C(N(C(C)C)CC)(C)C. The catalyst is C1(C)C=CC=CC=1. The product is [CH3:2][O:3][C:4]([C@H:6]1[N:7]2[C:12](=[O:17])[C:13]3[C:14]([C:15](=[O:16])[N:8]2[CH2:9][CH2:10][CH2:11]1)=[CH:18][CH:19]=[CH:20][CH:21]=3)=[O:5]. The yield is 0.820. (2) The reactants are B.CSC.[Cl:5][C:6]1[CH:7]=[N:8][C:9]([N:12]2[CH2:17][CH2:16][CH:15]([CH:18]3[CH2:20][C:19]3([CH:23]=[CH2:24])[C:21]#[N:22])[CH2:14][CH2:13]2)=[N:10][CH:11]=1.[OH-:25].[Na+].OO. The catalyst is C1COCC1.CCOC(C)=O.O. The product is [Cl:5][C:6]1[CH:7]=[N:8][C:9]([N:12]2[CH2:17][CH2:16][CH:15]([CH:18]3[CH2:20][C:19]3([CH2:23][CH2:24][OH:25])[C:21]#[N:22])[CH2:14][CH2:13]2)=[N:10][CH:11]=1. The yield is 0.490. (3) The reactants are [Br:1][C:2]1[CH:7]=[CH:6][C:5]([NH:8][C:9]2[N:10]([CH3:31])[C:11](=[O:30])[CH:12]=[CH:13][C:14]=2[C:15]([NH:17][O:18][CH2:19][C@@H:20]([O:22][Si](C(C)(C)C)(C)C)[CH3:21])=[O:16])=[C:4]([F:32])[CH:3]=1.Cl. The catalyst is C1COCC1.CCOC(C)=O. The product is [Br:1][C:2]1[CH:7]=[CH:6][C:5]([NH:8][C:9]2[N:10]([CH3:31])[C:11](=[O:30])[CH:12]=[CH:13][C:14]=2[C:15]([NH:17][O:18][CH2:19][C@@H:20]([OH:22])[CH3:21])=[O:16])=[C:4]([F:32])[CH:3]=1. The yield is 0.520. (4) The reactants are [Cl:1][C:2]1[CH:7]=[CH:6][C:5]([S:8]([NH:11][CH2:12][C:13]2[CH:18]=[CH:17][C:16]([C:19]#[N:20])=[CH:15][CH:14]=2)(=[O:10])=[O:9])=[CH:4][CH:3]=1.[Cl:21][C:22]1[CH:29]=[CH:28][C:25]([CH2:26]Br)=[CH:24][CH:23]=1. No catalyst specified. The product is [Cl:1][C:2]1[CH:7]=[CH:6][C:5]([S:8]([N:11]([CH2:26][C:25]2[CH:28]=[CH:29][C:22]([Cl:21])=[CH:23][CH:24]=2)[CH2:12][C:13]2[CH:18]=[CH:17][C:16]([C:19]#[N:20])=[CH:15][CH:14]=2)(=[O:9])=[O:10])=[CH:4][CH:3]=1. The yield is 0.800. (5) The reactants are [F:1][C:2]1[C:3]([F:13])=[C:4]([F:12])[C:5]2[S:9][C:8]([NH2:10])=[N:7][C:6]=2[CH:11]=1.[Cl:14][C:15]1[CH:16]=[C:17]([CH:21]=[CH:22][C:23]=1[F:24])[C:18](Cl)=[O:19].Br[CH:26]([CH2:31][CH3:32])[C:27]([O:29]C)=[O:28].COC1C=CC2N=C(N)SC=2C=1.ClC1C=C(C=CC=1)C(Cl)=O.BrCC(OCC)=O. No catalyst specified. The product is [Cl:14][C:15]1[CH:16]=[C:17]([CH:21]=[CH:22][C:23]=1[F:24])[C:18]([N:10]=[C:8]1[N:7]([CH:26]([CH2:31][CH3:32])[C:27]([OH:29])=[O:28])[C:6]2[CH:11]=[C:2]([F:1])[C:3]([F:13])=[C:4]([F:12])[C:5]=2[S:9]1)=[O:19]. The yield is 0.0700. (6) The reactants are C[O:2][C:3]1[CH:14]=[CH:13][C:6]([CH2:7][N:8]2[CH:12]=[CH:11][N:10]=[CH:9]2)=[CH:5][CH:4]=1.B(Br)(Br)Br. The catalyst is C(Cl)Cl. The product is [OH:2][C:3]1[CH:14]=[CH:13][C:6]([CH2:7][N:8]2[CH:12]=[CH:11][N:10]=[CH:9]2)=[CH:5][CH:4]=1. The yield is 0.910. (7) The reactants are [CH2:1]([C:4]1[CH:9]=[C:8]([O:10][CH2:11][C:12]2[CH:17]=[CH:16][CH:15]=[CH:14][CH:13]=2)[CH:7]=[CH:6][C:5]=1[OH:18])[CH:2]=[CH2:3].[H][H]. The catalyst is C(OCC)(=O)C.[Pd]. The product is [CH2:11]([O:10][C:8]1[CH:7]=[CH:6][C:5]([OH:18])=[C:4]([CH2:1][CH2:2][CH3:3])[CH:9]=1)[C:12]1[CH:13]=[CH:14][CH:15]=[CH:16][CH:17]=1. The yield is 0.560.